This data is from Full USPTO retrosynthesis dataset with 1.9M reactions from patents (1976-2016). The task is: Predict the reactants needed to synthesize the given product. (1) Given the product [C:32]([O:31][C:29](=[O:30])[NH:1][C@H:4]([C:20]1[CH:25]=[CH:24][C:23]([O:26][CH3:27])=[C:22]([CH3:28])[CH:21]=1)[C:5]([N:7]1[C@H:11]([CH2:12][C:13]2[CH:18]=[CH:17][CH:16]=[CH:15][CH:14]=2)[CH2:10][O:9][C:8]1=[O:19])=[O:6])([CH3:35])([CH3:34])[CH3:33], predict the reactants needed to synthesize it. The reactants are: [N:1]([C@H:4]([C:20]1[CH:25]=[CH:24][C:23]([O:26][CH3:27])=[C:22]([CH3:28])[CH:21]=1)[C:5]([N:7]1[C@H:11]([CH2:12][C:13]2[CH:18]=[CH:17][CH:16]=[CH:15][CH:14]=2)[CH2:10][O:9][C:8]1=[O:19])=[O:6])=[N+]=[N-].[C:29](O[C:29]([O:31][C:32]([CH3:35])([CH3:34])[CH3:33])=[O:30])([O:31][C:32]([CH3:35])([CH3:34])[CH3:33])=[O:30]. (2) Given the product [CH3:1][N:2]1[CH:6]=[C:5]([C:7]2[C:8]([C:17]([F:18])([F:20])[F:19])=[CH:9][C:10]3[N:15]([C:22]4[C:26]5[CH2:27][N:28]([C:31]([O:33][C:34]([CH3:36])([CH3:37])[CH3:35])=[O:32])[CH2:29][CH2:30][C:25]=5[N:24]([CH:38]5[CH2:39][CH2:40][O:41][CH2:42][CH2:43]5)[N:23]=4)[CH2:14][CH2:13][O:12][C:11]=3[CH:16]=2)[CH:4]=[N:3]1, predict the reactants needed to synthesize it. The reactants are: [CH3:1][N:2]1[CH:6]=[C:5]([C:7]2[C:8]([C:17]([F:20])([F:19])[F:18])=[CH:9][C:10]3[NH:15][CH2:14][CH2:13][O:12][C:11]=3[CH:16]=2)[CH:4]=[N:3]1.Br[C:22]1[C:26]2[CH2:27][N:28]([C:31]([O:33][C:34]([CH3:37])([CH3:36])[CH3:35])=[O:32])[CH2:29][CH2:30][C:25]=2[N:24]([CH:38]2[CH2:43][CH2:42][O:41][CH2:40][CH2:39]2)[N:23]=1.C(O[Na])(C)(C)C.C1(P(C2CCCCC2)C2C=CC=CC=2C2C(OC(C)C)=CC=CC=2OC(C)C)CCCCC1. (3) Given the product [OH:1][C:2]1[CH:3]=[CH:4][C:5]([N+:21]([O-:23])=[O:22])=[C:6]([C:8](=[O:20])/[CH:9]=[CH:10]/[C:11]2[CH:12]=[C:13]([CH:17]=[CH:18][CH:19]=2)[C:14]([O:16][CH2:24][CH3:25])=[O:15])[CH:7]=1, predict the reactants needed to synthesize it. The reactants are: [OH:1][C:2]1[CH:3]=[CH:4][C:5]([N+:21]([O-:23])=[O:22])=[C:6]([C:8](=[O:20])/[CH:9]=[CH:10]/[C:11]2[CH:12]=[C:13]([CH:17]=[CH:18][CH:19]=2)[C:14]([OH:16])=[O:15])[CH:7]=1.[CH2:24](O)[CH3:25]. (4) Given the product [F:1][C:2]1[C:3]([C:9]2[N:13]([CH:14]3[CH2:19][CH2:18][O:17][CH2:16][CH2:15]3)[C:12]([CH3:20])=[N:11][CH:10]=2)=[N:4][C:5]([NH:8][C:22]2[CH:23]=[CH:24][C:25]([C:28]([N:30]3[CH2:31][CH2:32][N:33]([CH3:36])[CH2:34][CH2:35]3)=[O:29])=[CH:26][N:27]=2)=[N:6][CH:7]=1, predict the reactants needed to synthesize it. The reactants are: [F:1][C:2]1[C:3]([C:9]2[N:13]([CH:14]3[CH2:19][CH2:18][O:17][CH2:16][CH2:15]3)[C:12]([CH3:20])=[N:11][CH:10]=2)=[N:4][C:5]([NH2:8])=[N:6][CH:7]=1.Cl[C:22]1[N:27]=[CH:26][C:25]([C:28]([N:30]2[CH2:35][CH2:34][N:33]([CH3:36])[CH2:32][CH2:31]2)=[O:29])=[CH:24][CH:23]=1. (5) Given the product [C:31]([O:35][C:36]([NH:38][CH:39]1[CH2:40][CH2:41][N:42]([C:2]2[N:7]=[C:6]([N:8]3[CH2:12][CH2:11][CH2:10][CH:9]3[C:13]3[O:17][N:16]=[C:15]([C:18]4[CH:23]=[CH:22][CH:21]=[CH:20][N:19]=4)[CH:14]=3)[N:5]=[C:4]([NH:24][C:25]3[CH:29]=[C:28]([CH3:30])[NH:27][N:26]=3)[CH:3]=2)[CH2:43][CH2:44]1)=[O:37])([CH3:34])([CH3:32])[CH3:33], predict the reactants needed to synthesize it. The reactants are: Cl[C:2]1[N:7]=[C:6]([N:8]2[CH2:12][CH2:11][CH2:10][CH:9]2[C:13]2[O:17][N:16]=[C:15]([C:18]3[CH:23]=[CH:22][CH:21]=[CH:20][N:19]=3)[CH:14]=2)[N:5]=[C:4]([NH:24][C:25]2[CH:29]=[C:28]([CH3:30])[NH:27][N:26]=2)[CH:3]=1.[C:31]([O:35][C:36]([NH:38][CH:39]1[CH2:44][CH2:43][NH:42][CH2:41][CH2:40]1)=[O:37])([CH3:34])([CH3:33])[CH3:32]. (6) Given the product [Cl:13][C:12]1[C:7]([Cl:6])=[C:8]2[C:9]([CH:2]=[C:1]([CH3:3])[NH:14]2)=[CH:10][CH:11]=1, predict the reactants needed to synthesize it. The reactants are: [C:1]([Mg]Br)([CH3:3])=[CH2:2].[Cl:6][C:7]1[C:12]([Cl:13])=[CH:11][CH:10]=[CH:9][C:8]=1[N+:14]([O-])=O.[NH4+].[Cl-]. (7) Given the product [NH2:22][C:18]1([C:15]2[CH:16]=[CH:17][C:12]([C:9]3[O:10][C:11]4[C:3]([C:1]#[N:2])=[CH:4][CH:5]=[CH:6][C:7]=4[C:8]=3[C:30]3[CH:35]=[CH:34][CH:33]=[CH:32][CH:31]=3)=[CH:13][CH:14]=2)[CH2:19][CH2:20][CH2:21]1, predict the reactants needed to synthesize it. The reactants are: [C:1]([C:3]1[C:11]2[O:10][C:9]([C:12]3[CH:17]=[CH:16][C:15]([C:18]4([NH:22]C(=O)OC(C)(C)C)[CH2:21][CH2:20][CH2:19]4)=[CH:14][CH:13]=3)=[C:8]([C:30]3[CH:35]=[CH:34][CH:33]=[CH:32][CH:31]=3)[C:7]=2[CH:6]=[CH:5][CH:4]=1)#[N:2].Cl. (8) Given the product [F:1][CH2:2][O:3][C:4]1[CH:33]=[CH:32][C:7]2[CH2:8][CH2:9][CH2:10][CH:11]([NH:13][CH2:14][C@H:15]([OH:24])[CH2:16][O:17][C:18]3[CH:23]=[CH:22][CH:21]=[CH:20][CH:19]=3)[CH2:12][C:6]=2[CH:5]=1, predict the reactants needed to synthesize it. The reactants are: [F:1][CH2:2][O:3][C:4]1[CH:33]=[CH:32][C:7]2[CH2:8][CH2:9][CH2:10][CH:11]([N:13](C(OC(C)(C)C)=O)[CH2:14][C@H:15]([OH:24])[CH2:16][O:17][C:18]3[CH:23]=[CH:22][CH:21]=[CH:20][CH:19]=3)[CH2:12][C:6]=2[CH:5]=1.Cl.C(=O)([O-])O.[Na+]. (9) Given the product [OH:36][C:32]1[C:31]([CH3:37])=[CH:30][C:29]([C:12]2[C:11]([C:9]([NH2:2])=[O:8])=[C:15]3[C:16]4[C:21](=[CH:20][C:19]([O:24][CH3:25])=[C:18]([O:26][CH3:27])[CH:17]=4)[CH2:22][CH2:23][N:14]3[C:13]=2[CH3:28])=[CH:34][C:33]=1[CH3:35], predict the reactants needed to synthesize it. The reactants are: [Cl-].[NH3:2].C[Al](C)C.C[O:8][C:9]([C:11]1[C:12]([C:29]2[CH:34]=[C:33]([CH3:35])[C:32]([OH:36])=[C:31]([CH3:37])[CH:30]=2)=[C:13]([CH3:28])[N:14]2[CH2:23][CH2:22][C:21]3[C:16](=[CH:17][C:18]([O:26][CH3:27])=[C:19]([O:24][CH3:25])[CH:20]=3)[C:15]=12)=O.[OH-].[Na+].